Dataset: Catalyst prediction with 721,799 reactions and 888 catalyst types from USPTO. Task: Predict which catalyst facilitates the given reaction. (1) Reactant: Br[CH2:2][C:3]([C:5]1[CH:19]=[CH:18][C:8]([C:9]([NH:11][CH2:12][CH2:13][C:14]([F:17])([F:16])[F:15])=[O:10])=[CH:7][CH:6]=1)=O.[CH3:20][CH:21]([CH3:28])[CH2:22][CH2:23][CH2:24][C:25](=[S:27])[NH2:26]. Product: [CH3:20][CH:21]([CH3:28])[CH2:22][CH2:23][CH2:24][C:25]1[S:27][CH:2]=[C:3]([C:5]2[CH:19]=[CH:18][C:8]([C:9]([NH:11][CH2:12][CH2:13][C:14]([F:17])([F:16])[F:15])=[O:10])=[CH:7][CH:6]=2)[N:26]=1. The catalyst class is: 1. (2) Reactant: Br[C:2]1[CH:11]=[CH:10][CH:9]=[C:8]2[C:3]=1[CH2:4][CH2:5][N:6]([C:12]([O:14][C:15]([CH3:18])([CH3:17])[CH3:16])=[O:13])[CH2:7]2.C([Sn](CCCC)(CCCC)[C:24]1[CH:29]=[CH:28][CH:27]=[CH:26][N:25]=1)CCC. Product: [N:25]1[CH:26]=[CH:27][CH:28]=[CH:29][C:24]=1[C:2]1[CH:11]=[CH:10][CH:9]=[C:8]2[C:3]=1[CH2:4][CH2:5][N:6]([C:12]([O:14][C:15]([CH3:18])([CH3:17])[CH3:16])=[O:13])[CH2:7]2. The catalyst class is: 77.